This data is from Forward reaction prediction with 1.9M reactions from USPTO patents (1976-2016). The task is: Predict the product of the given reaction. (1) Given the reactants [CH:1]([NH:4][C:5]1[O:6][C:7]([C:10]2[CH:11]=[C:12]3[C:16](=[CH:17][CH:18]=2)[N:15]([S:19]([C:22]2[CH:28]=[CH:27][C:25]([CH3:26])=[CH:24][CH:23]=2)(=[O:21])=[O:20])[CH:14]=[C:13]3B2OC(C)(C)C(C)(C)O2)=[N:8][N:9]=1)([CH3:3])[CH3:2].Br[C:39]1[N:44]=[C:43]([C:45]([OH:47])=[O:46])[CH:42]=[CH:41][CH:40]=1.O.C([O-])([O-])=O.[Na+].[Na+], predict the reaction product. The product is: [CH:1]([NH:4][C:5]1[O:6][C:7]([C:10]2[CH:11]=[C:12]3[C:16](=[CH:17][CH:18]=2)[N:15]([S:19]([C:22]2[CH:28]=[CH:27][C:25]([CH3:26])=[CH:24][CH:23]=2)(=[O:20])=[O:21])[CH:14]=[C:13]3[C:39]2[N:44]=[C:43]([C:45]([OH:47])=[O:46])[CH:42]=[CH:41][CH:40]=2)=[N:8][N:9]=1)([CH3:3])[CH3:2]. (2) Given the reactants [Cl:1][C:2]1[CH:7]=[CH:6][C:5]([C:8]2[CH:13]=[C:12]([CH3:14])[N:11]=[C:10]([N:15]3[CH:19]=[C:18](I)[N:17]=[CH:16]3)[N:9]=2)=[CH:4][C:3]=1[CH3:21].[C:22]([NH:26][S:27]([C:30]1[CH:31]=[C:32](B(O)O)[CH:33]=[CH:34][CH:35]=1)(=[O:29])=[O:28])([CH3:25])([CH3:24])[CH3:23], predict the reaction product. The product is: [C:22]([NH:26][S:27]([C:30]1[CH:31]=[CH:32][CH:33]=[C:34]([C:18]2[N:17]=[CH:16][N:15]([C:10]3[N:11]=[C:12]([CH3:14])[CH:13]=[C:8]([C:5]4[CH:6]=[CH:7][C:2]([Cl:1])=[C:3]([CH3:21])[CH:4]=4)[N:9]=3)[CH:19]=2)[CH:35]=1)(=[O:29])=[O:28])([CH3:25])([CH3:23])[CH3:24]. (3) Given the reactants [CH3:1][O:2][C:3]1[CH:9]=[C:8]([N+:10]([O-:12])=[O:11])[CH:7]=[C:6]([O:13][CH3:14])[C:4]=1[O-:5].[K+].C([O-])([O-])=O.[K+].[K+].[Na+].[I-].Br[CH2:25][CH2:26][Cl:27], predict the reaction product. The product is: [CH3:1][O:2][C:3]1[CH:9]=[C:8]([N+:10]([O-:12])=[O:11])[CH:7]=[C:6]([O:13][CH3:14])[C:4]=1[O:5][CH2:25][CH2:26][Cl:27]. (4) Given the reactants C([Li])CCC.Br[C:7]1[CH:12]=[CH:11][C:10]([N:13]([Si](C)(C)C)[Si](C)(C)C)=[CH:9][CH:8]=1.[CH3:22][C:23]1[CH:28]=[C:27]([CH3:29])[N:26]=[C:25]([N:30]2[CH2:35][CH2:34][C:33](=[O:36])[CH2:32][CH2:31]2)[CH:24]=1.Cl.[OH-].[Na+], predict the reaction product. The product is: [NH2:13][C:10]1[CH:11]=[CH:12][C:7]([C:33]2([OH:36])[CH2:32][CH2:31][N:30]([C:25]3[CH:24]=[C:23]([CH3:22])[CH:28]=[C:27]([CH3:29])[N:26]=3)[CH2:35][CH2:34]2)=[CH:8][CH:9]=1.